This data is from Full USPTO retrosynthesis dataset with 1.9M reactions from patents (1976-2016). The task is: Predict the reactants needed to synthesize the given product. (1) Given the product [O:1]1[CH:5]([CH2:6][NH:7][C:26](=[O:27])[O:28][CH2:29][C:30]2[CH:35]=[CH:34][CH:33]=[CH:32][CH:31]=2)[CH2:4][C:3]2[CH:8]=[CH:9][C:10]3[C:15]([C:2]1=2)=[CH:14][CH:13]=[CH:12][CH:11]=3, predict the reactants needed to synthesize it. The reactants are: [O:1]1[CH:5]([CH2:6][NH2:7])[CH2:4][C:3]2[CH:8]=[CH:9][C:10]3[C:15]([C:2]1=2)=[CH:14][CH:13]=[CH:12][CH:11]=3.C(N(C(C)C)CC)(C)C.Cl[C:26]([O:28][CH2:29][C:30]1[CH:35]=[CH:34][CH:33]=[CH:32][CH:31]=1)=[O:27].O1C(CNC(=O)OCC2C=CC=CC=2)CC2C=CC3CCCC=3C1=2. (2) Given the product [C:1]([O:5][C:6]([N:8]1[CH2:13][C@H:12]([CH2:14][N:15]2[CH2:23][C:22]3[C:17](=[CH:18][CH:19]=[C:20]([OH:34])[CH:21]=3)[C:16]2=[O:25])[N:11]([CH2:26][C:27]2[CH:32]=[CH:31][CH:30]=[CH:29][CH:28]=2)[CH2:10][C@H:9]1[CH3:33])=[O:7])([CH3:4])([CH3:3])[CH3:2], predict the reactants needed to synthesize it. The reactants are: [C:1]([O:5][C:6]([N:8]1[CH2:13][C@H:12]([CH2:14][N:15]2[CH2:23][C:22]3[C:17](=[CH:18][CH:19]=[C:20](Br)[CH:21]=3)[C:16]2=[O:25])[N:11]([CH2:26][C:27]2[CH:32]=[CH:31][CH:30]=[CH:29][CH:28]=2)[CH2:10][C@H:9]1[CH3:33])=[O:7])([CH3:4])([CH3:3])[CH3:2].[OH-:34].[K+].C(P(C(C)(C)C)C1C(C)=C(C)C(C)=C(C)C=1C1C(C(C)C)=CC(C(C)C)=CC=1C(C)C)(C)(C)C.O. (3) Given the product [Cl:21][C:22]1[CH:23]=[CH:24][C:25]([O:33][CH2:2][C:3]([N:5]2[CH2:10][C@H:9]([CH3:11])[N:8]([CH2:12][C:13]3[CH:18]=[CH:17][C:16]([F:19])=[CH:15][CH:14]=3)[CH2:7][C@H:6]2[CH3:20])=[O:4])=[C:26]([S:28]([NH:31][CH3:32])(=[O:29])=[O:30])[CH:27]=1, predict the reactants needed to synthesize it. The reactants are: Cl[CH2:2][C:3]([N:5]1[CH2:10][C@H:9]([CH3:11])[N:8]([CH2:12][C:13]2[CH:18]=[CH:17][C:16]([F:19])=[CH:15][CH:14]=2)[CH2:7][C@H:6]1[CH3:20])=[O:4].[Cl:21][C:22]1[CH:23]=[CH:24][C:25]([OH:33])=[C:26]([S:28]([NH:31][CH3:32])(=[O:30])=[O:29])[CH:27]=1.C(=O)([O-])[O-].[K+].[K+].[I-].[K+]. (4) Given the product [CH3:1][O:2][C:3]1[CH:4]=[C:5]2[C:10](=[CH:11][C:12]=1[O:13][CH3:14])[N:9]=[CH:8][CH:7]=[C:6]2[O:15][S:29]([C:28]([F:34])([F:33])[F:27])(=[O:31])=[O:30], predict the reactants needed to synthesize it. The reactants are: [CH3:1][O:2][C:3]1[CH:4]=[C:5]2[C:10](=[CH:11][C:12]=1[O:13][CH3:14])[N:9]=[CH:8][CH:7]=[C:6]2[OH:15].C(Cl)Cl.N1C(C)=CC=CC=1C.[F:27][C:28]([F:34])([F:33])[S:29](Cl)(=[O:31])=[O:30]. (5) Given the product [CH3:1][C:2]1[N:3]=[C:4]2[N:8]([C:9](=[O:19])[C:10]=1[C:29]1[CH:30]=[CH:31][C:26]([C:25]([F:36])([F:35])[F:24])=[CH:27][CH:28]=1)[C:7]1[CH:20]=[CH:21][CH:22]=[CH:23][C:6]=1[S:5]2, predict the reactants needed to synthesize it. The reactants are: [CH3:1][C:2]1[N:3]=[C:4]2[N:8]([C:9](=[O:19])[C:10]=1C1C=CC(C#N)=CC=1)[C:7]1[CH:20]=[CH:21][CH:22]=[CH:23][C:6]=1[S:5]2.[F:24][C:25]([F:36])([F:35])[C:26]1[CH:31]=[CH:30][C:29](B(O)O)=[CH:28][CH:27]=1.C(=O)([O-])[O-].[Na+].[Na+].C(O)C. (6) Given the product [CH2:1]([O:4][C:5]1[CH:6]=[CH:7][C:8]([CH:11]2[CH2:16][CH2:15][N:14]([C:18]([O:20][CH2:21][C:22]3[CH:27]=[CH:26][CH:25]=[CH:24][CH:23]=3)=[O:19])[CH2:13][CH:12]2[OH:17])=[CH:9][CH:10]=1)[CH:2]=[CH2:3], predict the reactants needed to synthesize it. The reactants are: [CH2:1]([O:4][C:5]1[CH:10]=[CH:9][C:8]([CH:11]2[CH2:16][CH2:15][NH:14][CH2:13][CH:12]2[OH:17])=[CH:7][CH:6]=1)[CH:2]=[CH2:3].[CH:18]([O:20][CH2:21][C:22]1[CH:27]=[CH:26][CH:25]=[CH:24][CH:23]=1)=[O:19].